This data is from Peptide-MHC class I binding affinity with 185,985 pairs from IEDB/IMGT. The task is: Regression. Given a peptide amino acid sequence and an MHC pseudo amino acid sequence, predict their binding affinity value. This is MHC class I binding data. The peptide sequence is RALGGLACD. The MHC is HLA-B27:05 with pseudo-sequence HLA-B27:05. The binding affinity (normalized) is 0.00949.